Dataset: Catalyst prediction with 721,799 reactions and 888 catalyst types from USPTO. Task: Predict which catalyst facilitates the given reaction. (1) Reactant: Cl[C:2]1[C:3]([Cl:9])=[N:4][C:5]([Cl:8])=[N:6][CH:7]=1.[CH3:10][O:11][C:12]1[CH:13]=[C:14](B(O)O)[CH:15]=[CH:16][CH:17]=1.C(O)C.C(=O)(O)[O-].[Na+]. Product: [Cl:8][C:5]1[N:4]=[C:3]([Cl:9])[CH:2]=[C:7]([C:16]2[CH:15]=[CH:14][CH:13]=[C:12]([O:11][CH3:10])[CH:17]=2)[N:6]=1. The catalyst class is: 11. (2) Reactant: [CH3:1][C@:2]1([NH:35]C(=O)OC(C)(C)C)[CH2:6][CH2:5][N:4]([C@@H:7]([C:12]2[CH:13]=[CH:14][C:15]3[N:16]([C:18]([C:21]4[CH:30]=[CH:29][C:28]5[C:23](=[C:24]([O:31][CH:32]([CH3:34])[CH3:33])[CH:25]=[CH:26][CH:27]=5)[N:22]=4)=[N:19][N:20]=3)[CH:17]=2)[C:8]([F:11])([F:10])[F:9])[CH2:3]1.[ClH:43].O1CCOCC1.C(OCC)C. Product: [ClH:43].[ClH:43].[CH3:1][C@:2]1([NH2:35])[CH2:6][CH2:5][N:4]([C@@H:7]([C:12]2[CH:13]=[CH:14][C:15]3[N:16]([C:18]([C:21]4[CH:30]=[CH:29][C:28]5[C:23](=[C:24]([O:31][CH:32]([CH3:33])[CH3:34])[CH:25]=[CH:26][CH:27]=5)[N:22]=4)=[N:19][N:20]=3)[CH:17]=2)[C:8]([F:10])([F:11])[F:9])[CH2:3]1. The catalyst class is: 2. (3) Reactant: [Cl:1][C:2]1[CH:8]=[C:7]([F:9])[C:6]([CH3:10])=[CH:5][C:3]=1[NH2:4].[CH3:11][CH2:12][C:13](=[S:15])C.[CH2:16](N(CC)CC)C. Product: [Cl:1][C:2]1[CH:8]=[C:7]([F:9])[C:6]([CH3:10])=[C:5]2[C:3]=1[NH:4][C:12]([CH3:11])=[C:13]2[S:15][CH3:16]. The catalyst class is: 2. (4) The catalyst class is: 2. Reactant: [OH:1][CH:2]1[CH2:5][C:4]([C:11]([O:13][CH2:14][CH3:15])=[O:12])([C:6]([O:8][CH2:9][CH3:10])=[O:7])[CH2:3]1.C1C=C[NH+]=CC=1.[O-][Cr](Cl)(=O)=O. Product: [O:1]=[C:2]1[CH2:5][C:4]([C:6]([O:8][CH2:9][CH3:10])=[O:7])([C:11]([O:13][CH2:14][CH3:15])=[O:12])[CH2:3]1. (5) Reactant: [CH3:1][O:2][C:3]1[N:8]=[C:7]([N:9]2[CH2:14][CH2:13][N:12]([C:15]([O:17][C:18]([CH3:21])([CH3:20])[CH3:19])=[O:16])[CH2:11][CH2:10]2)[CH:6]=[CH:5][C:4]=1[C:22]([O:24]C)=[O:23].[OH-].[Na+]. Product: [C:18]([O:17][C:15]([N:12]1[CH2:11][CH2:10][N:9]([C:7]2[CH:6]=[CH:5][C:4]([C:22]([OH:24])=[O:23])=[C:3]([O:2][CH3:1])[N:8]=2)[CH2:14][CH2:13]1)=[O:16])([CH3:21])([CH3:20])[CH3:19]. The catalyst class is: 5.